Task: Predict the reaction yield, written as a fraction of the theoretical maximum amount of product (1.0 means a 100% yield; for example, 0.34 means a 34% yield).. Dataset: Reaction yield outcomes from USPTO patents with 853,638 reactions (1) The yield is 0.150. The reactants are [F:1][C:2]([F:9])([F:8])[C:3](OCC)=[O:4].[Na].[Cl:11][C:12]1[CH:17]=[CH:16][C:15]([CH2:18][C:19]([O:21][CH2:22][CH3:23])=[O:20])=[C:14]([F:24])[CH:13]=1.Cl. The product is [Cl:11][C:12]1[CH:17]=[CH:16][C:15]([CH:18]([C:3](=[O:4])[C:2]([F:9])([F:8])[F:1])[C:19]([O:21][CH2:22][CH3:23])=[O:20])=[C:14]([F:24])[CH:13]=1. The catalyst is CCOCC. (2) The reactants are Cl.[CH3:2][O:3][C:4](=[O:11])[C@H:5]([CH2:7][CH:8]([CH3:10])[CH3:9])[NH2:6].[O-]S([O-])(=O)=O.[Mg+2].[F:18][C:19]1[CH:26]=[CH:25][C:22]([CH:23]=O)=[CH:21][CH:20]=1.CCN(CC)CC.[BH4-].[Na+]. The catalyst is CO.C1COCC1. The product is [F:18][C:19]1[CH:26]=[CH:25][C:22]([CH2:23][NH:6][C@@H:5]([CH2:7][CH:8]([CH3:10])[CH3:9])[C:4]([O:3][CH3:2])=[O:11])=[CH:21][CH:20]=1. The yield is 0.470. (3) The reactants are [CH3:1][O:2][C:3]([C@@H:5]1[CH2:10][CH2:9][CH2:8][C@H:7]([C:11]([OH:13])=O)[CH2:6]1)=[O:4].C1C=CC2N(O)N=[N:20][C:18]=2C=1.C(Cl)CCl.C(N(CC)CC)C. The catalyst is C(Cl)Cl. The product is [CH3:18][NH:20][C:11]([CH:7]1[CH2:8][CH2:9][CH2:10][CH:5]([C:3]([O:2][CH3:1])=[O:4])[CH2:6]1)=[O:13]. The yield is 0.860. (4) The reactants are [CH2:1]([O:3][C:4]1[CH:13]=[C:12]2[C:7]([CH:8]=[CH:9][C:10]([C:14]3[N:18]4[CH:19]=[C:20]([C@H:23]([N:28]5[CH2:32][CH2:31][C@@:30]([NH:34]C(=O)OC(C)(C)C)([CH3:33])[CH2:29]5)[C:24]([F:27])([F:26])[F:25])[CH:21]=[CH:22][C:17]4=[N:16][N:15]=3)=[N:11]2)=[CH:6][C:5]=1[F:42])[CH3:2].Cl.O1CCOCC1. The catalyst is C(Cl)Cl.O. The product is [CH2:1]([O:3][C:4]1[CH:13]=[C:12]2[C:7]([CH:8]=[CH:9][C:10]([C:14]3[N:18]4[CH:19]=[C:20]([C@H:23]([N:28]5[CH2:32][CH2:31][C@:30]([CH3:33])([NH2:34])[CH2:29]5)[C:24]([F:26])([F:25])[F:27])[CH:21]=[CH:22][C:17]4=[N:16][N:15]=3)=[N:11]2)=[CH:6][C:5]=1[F:42])[CH3:2]. The yield is 0.920. (5) The reactants are [C:1]1([C:18]2[CH:23]=[CH:22][CH:21]=[CH:20][CH:19]=2)[CH:6]=[CH:5][C:4]([C:7]([N:9]2[CH2:13][C:12](=O)[CH2:11][C@H:10]2[C:15]([OH:17])=[O:16])=[O:8])=[CH:3][CH:2]=1.Cl.[CH3:25][O:26][NH2:27].ClCCl.C(N(CC)CC)C. The catalyst is C(OCC)(=O)C.C1CCCCC1.ClCCl.CO.C(O)(=O)C. The product is [C:1]1([C:18]2[CH:19]=[CH:20][CH:21]=[CH:22][CH:23]=2)[CH:2]=[CH:3][C:4]([C:7]([N:9]2[CH2:13][C:12](=[N:27][O:26][CH3:25])[CH2:11][C@H:10]2[C:15]([OH:17])=[O:16])=[O:8])=[CH:5][CH:6]=1. The yield is 0.668. (6) The reactants are [N:1]1([C:7]2[N:12]=[CH:11][C:10]([NH2:13])=[C:9]([C:14]3[CH:19]=[CH:18][CH:17]=[CH:16][C:15]=3[CH3:20])[CH:8]=2)[CH2:6][CH2:5][O:4][CH2:3][CH2:2]1.[H-].[Al+3].[Li+].[H-].[H-].[H-].Cl.[OH-].[Na+].[CH:30](OC)(OC)OC. The catalyst is FC(F)(F)C(O)=O.O1CCCC1. The product is [CH3:30][NH:13][C:10]1[CH:11]=[N:12][C:7]([N:1]2[CH2:6][CH2:5][O:4][CH2:3][CH2:2]2)=[CH:8][C:9]=1[C:14]1[CH:19]=[CH:18][CH:17]=[CH:16][C:15]=1[CH3:20]. The yield is 0.660. (7) The reactants are [C:1]([C:3]1[CH:10]=[CH:9][C:6]([CH:7]=[O:8])=[CH:5][CH:4]=1)#[N:2].[CH2:11](O)[CH2:12][OH:13].O. The catalyst is C1(C)C=CC=CC=1.CC1C=CC(S(O)(=O)=O)=CC=1. The product is [O:8]1[CH2:11][CH2:12][O:13][CH:7]1[C:6]1[CH:9]=[CH:10][C:3]([C:1]#[N:2])=[CH:4][CH:5]=1. The yield is 0.510.